From a dataset of Peptide-MHC class I binding affinity with 185,985 pairs from IEDB/IMGT. Regression. Given a peptide amino acid sequence and an MHC pseudo amino acid sequence, predict their binding affinity value. This is MHC class I binding data. (1) The peptide sequence is QLEVRSTEV. The MHC is HLA-B39:01 with pseudo-sequence HLA-B39:01. The binding affinity (normalized) is 0.0847. (2) The peptide sequence is KRVKDDGEW. The MHC is Mamu-B17 with pseudo-sequence Mamu-B17. The binding affinity (normalized) is 0.853. (3) The peptide sequence is RTTLWCDVR. The MHC is HLA-A02:06 with pseudo-sequence HLA-A02:06. The binding affinity (normalized) is 0.0847. (4) The peptide sequence is TTAFFNTCK. The MHC is HLA-A33:01 with pseudo-sequence HLA-A33:01. The binding affinity (normalized) is 0.362. (5) The peptide sequence is LPFEKSIVM. The MHC is HLA-B07:02 with pseudo-sequence HLA-B07:02. The binding affinity (normalized) is 0.427.